Task: Predict the reaction yield, written as a fraction of the theoretical maximum amount of product (1.0 means a 100% yield; for example, 0.34 means a 34% yield).. Dataset: Reaction yield outcomes from USPTO patents with 853,638 reactions (1) The reactants are [CH3:1][O:2][C:3]1[C:4]([NH:14][C:15](=[O:19])OCC)=[N:5][C:6]2[C:11]([N:12]=1)=[CH:10][C:9]([CH3:13])=[CH:8][CH:7]=2.[CH3:20][O:21][C:22]1[CH:27]=[CH:26][C:25]([N:28]2[CH2:33][CH2:32][NH:31][CH2:30][CH2:29]2)=[CH:24][CH:23]=1. No catalyst specified. The product is [CH3:1][O:2][C:3]1[C:4]([NH:14][C:15]([N:31]2[CH2:30][CH2:29][N:28]([C:25]3[CH:24]=[CH:23][C:22]([O:21][CH3:20])=[CH:27][CH:26]=3)[CH2:33][CH2:32]2)=[O:19])=[N:5][C:6]2[C:11]([N:12]=1)=[CH:10][C:9]([CH3:13])=[CH:8][CH:7]=2. The yield is 0.960. (2) The reactants are Br[C:2]1[CH:7]=[CH:6][C:5]([Cl:8])=[CH:4][CH:3]=1.[C:9](=[O:16])([O:11][C:12]([CH3:15])([CH3:14])[CH3:13])[NH2:10].C([O-])([O-])=O.[K+].[K+].CNCCNC. The catalyst is [Cu]I.C1(C)C=CC=CC=1. The product is [C:12]([O:11][C:9]([NH:10][C:2]1[CH:7]=[CH:6][C:5]([Cl:8])=[CH:4][CH:3]=1)=[O:16])([CH3:15])([CH3:14])[CH3:13]. The yield is 0.780. (3) The reactants are Cl.[CH:2]1([NH:7][C:8]([NH2:10])=[NH:9])[CH2:6][CH2:5][CH2:4][CH2:3]1.[O-]CC.[Na+].[Cl:15][C:16]1[N:21]2[N:22]=[C:23]([C:30]3[CH:35]=[CH:34][C:33]([F:36])=[CH:32][CH:31]=3)[C:24]([C:25](=O)[C:26]([CH3:28])=[CH2:27])=[C:20]2[CH:19]=[CH:18][CH:17]=1. The catalyst is C(O)C.[Pd].C(OCC)(=O)C. The product is [Cl:15][C:16]1[N:21]2[N:22]=[C:23]([C:30]3[CH:31]=[CH:32][C:33]([F:36])=[CH:34][CH:35]=3)[C:24]([C:25]3[C:26]([CH3:28])=[CH:27][N:10]=[C:8]([NH:7][CH:2]4[CH2:6][CH2:5][CH2:4][CH2:3]4)[N:9]=3)=[C:20]2[CH:19]=[CH:18][CH:17]=1. The yield is 0.430. (4) The reactants are CN(C=O)C.[CH2:6]([N:10]1[C:14](=[O:15])[C:13](O)=[C:12]([C:17]2[CH:22]=[CH:21][CH:20]=[C:19]([Cl:23])[CH:18]=2)[S:11]1(=[O:25])=[O:24])[CH2:7][CH2:8][CH3:9].C(Cl)(=O)C([Cl:29])=O. The catalyst is C(Cl)Cl. The product is [CH2:6]([N:10]1[C:14](=[O:15])[C:13]([Cl:29])=[C:12]([C:17]2[CH:22]=[CH:21][CH:20]=[C:19]([Cl:23])[CH:18]=2)[S:11]1(=[O:25])=[O:24])[CH2:7][CH2:8][CH3:9]. The yield is 0.840. (5) The reactants are [Cl:1][C:2]1[C:10]2[C:5](=[N:6][C:7]([O:12][CH2:13][C:14]([OH:16])=O)=[CH:8][C:9]=2[CH3:11])[N:4]([CH3:17])[N:3]=1.CN(C(ON1N=N[C:28]2[CH:29]=[CH:30][CH:31]=N[C:27]1=2)=[N+](C)C)C.F[P-](F)(F)(F)(F)F.CC[N:44]([CH:48]([CH3:50])[CH3:49])C(C)C.O.[CH3:52]N(C=O)C. No catalyst specified. The product is [Cl:1][C:2]1[C:10]2[C:5](=[N:6][C:7]([O:12][CH2:13][C:14]([NH:44][C@H:48]([C:49]3[CH:27]=[CH:28][CH:29]=[CH:30][C:31]=3[CH3:52])[CH3:50])=[O:16])=[CH:8][C:9]=2[CH3:11])[N:4]([CH3:17])[N:3]=1. The yield is 0.500. (6) The reactants are Cl[SiH:2]1[N:6]([C:7]([CH3:14])([CH3:13])[CH2:8][C:9]([CH3:12])([CH3:11])[CH3:10])[CH:5]=[CH:4][N:3]1[C:15]([CH3:22])([CH3:21])[CH2:16][C:17]([CH3:20])([CH3:19])[CH3:18].[O-:23][C:24]#[N:25].[Na+]. The catalyst is O1CCCC1. The product is [N:25]([SiH:2]1[N:6]([C:7]([CH3:14])([CH3:13])[CH2:8][C:9]([CH3:12])([CH3:11])[CH3:10])[CH:5]=[CH:4][N:3]1[C:15]([CH3:22])([CH3:21])[CH2:16][C:17]([CH3:20])([CH3:19])[CH3:18])=[C:24]=[O:23]. The yield is 0.890. (7) The reactants are [Cl:1][C:2]1[CH:3]=[C:4]([CH:8]=[C:9]([Cl:14])[C:10]=1[O:11][CH2:12][CH3:13])[C:5]([OH:7])=O.[NH2:15][C:16]1[CH:25]=[CH:24][C:19]([C:20]([O:22][CH3:23])=[O:21])=[C:18]([Cl:26])[CH:17]=1. No catalyst specified. The product is [Cl:14][C:9]1[CH:8]=[C:4]([CH:3]=[C:2]([Cl:1])[C:10]=1[O:11][CH2:12][CH3:13])[C:5]([NH:15][C:16]1[CH:25]=[CH:24][C:19]([C:20]([O:22][CH3:23])=[O:21])=[C:18]([Cl:26])[CH:17]=1)=[O:7]. The yield is 0.390. (8) The reactants are [OH-].[Na+].C[O:4][C:5](=[O:21])[CH2:6][CH2:7][CH2:8][CH2:9][C:10]1[O:11][C:12]([C:15]2[CH:20]=[CH:19][CH:18]=[CH:17][N:16]=2)=[N:13][N:14]=1. The catalyst is C1COCC1.CO. The product is [N:16]1[CH:17]=[CH:18][CH:19]=[CH:20][C:15]=1[C:12]1[O:11][C:10]([CH2:9][CH2:8][CH2:7][CH2:6][C:5]([OH:21])=[O:4])=[N:14][N:13]=1. The yield is 0.270.